From a dataset of Reaction yield outcomes from USPTO patents with 853,638 reactions. Predict the reaction yield, written as a fraction of the theoretical maximum amount of product (1.0 means a 100% yield; for example, 0.34 means a 34% yield). (1) The yield is 0.990. The product is [F:1][C:2]1[CH:9]=[CH:8][C:7]([Cl:10])=[CH:6][C:3]=1[CH:4]([OH:5])[C:11]#[N:12]. The reactants are [F:1][C:2]1[CH:9]=[CH:8][C:7]([Cl:10])=[CH:6][C:3]=1[CH:4]=[O:5].[C-:11]#[N:12].[K+].OS([O-])=O.[Na+]. The catalyst is C(OCC)(=O)C.O. (2) The reactants are [H-].[Al+3].[Li+].[H-].[H-].[H-].[CH2:7]([NH:9][C:10]1[C:15]([C:16](OCC)=[O:17])=[C:14]([CH3:21])[N:13]=[C:12]([S:22][CH3:23])[N:11]=1)[CH3:8]. The catalyst is C1COCC1. The product is [CH2:7]([NH:9][C:10]1[C:15]([CH2:16][OH:17])=[C:14]([CH3:21])[N:13]=[C:12]([S:22][CH3:23])[N:11]=1)[CH3:8]. The yield is 0.850. (3) The reactants are [S:1]1[CH2:6][CH2:5][CH2:4][CH2:3][CH2:2]1.[CH3:7][O:8][C:9]1[CH:16]=[C:15]([O:17][CH3:18])[CH:14]=[CH:13][C:10]=1[CH2:11][NH2:12].C(O[BH-](OC(=O)C)OC(=O)C)(=O)C.[Na+]. The catalyst is ClCCl. The product is [CH3:7][O:8][C:9]1[CH:16]=[C:15]([O:17][CH3:18])[CH:14]=[CH:13][C:10]=1[CH2:11][NH:12][CH:4]1[CH2:5][CH2:6][S:1][CH2:2][CH2:3]1. The yield is 0.970.